From a dataset of Catalyst prediction with 721,799 reactions and 888 catalyst types from USPTO. Predict which catalyst facilitates the given reaction. (1) Reactant: CCN(C(C)C)C(C)C.OC(C(F)(F)F)=O.[NH2:17][CH2:18][C:19]([N:21]1[CH2:26][CH2:25][N:24]([C:27](=[O:38])[C:28]2[CH:33]=[CH:32][CH:31]=[CH:30][C:29]=2[C:34]([F:37])([F:36])[F:35])[CH2:23][CH2:22]1)=[O:20].C1C=CC2N(O)N=NC=2C=1.CCN=C=NCCCN(C)C.Cl.[N+:61]([C:64]1[CH:72]=[CH:71][C:67]([C:68](O)=[O:69])=[CH:66][CH:65]=1)([O-:63])=[O:62]. Product: [N+:61]([C:64]1[CH:65]=[CH:66][C:67]([C:68]([NH:17][CH2:18][C:19](=[O:20])[N:21]2[CH2:22][CH2:23][N:24]([C:27](=[O:38])[C:28]3[CH:33]=[CH:32][CH:31]=[CH:30][C:29]=3[C:34]([F:37])([F:35])[F:36])[CH2:25][CH2:26]2)=[O:69])=[CH:71][CH:72]=1)([O-:63])=[O:62]. The catalyst class is: 18. (2) Reactant: [NH:1]1[C:5]([C:6]2[CH:11]=[CH:10][CH:9]=[CH:8][C:7]=2B(O)O)=[N:4][N:3]=[N:2]1.Br[C:16]1[C:17]([F:42])=[C:18]([NH:31][C:32]([NH:34][C:35]2[CH:40]=[CH:39][C:38]([CH3:41])=[CH:37][CH:36]=2)=[O:33])[C:19]([N:22]([CH2:27][CH:28]([CH3:30])[CH3:29])[CH2:23][CH:24]([CH3:26])[CH3:25])=[CH:20][CH:21]=1.C(=O)([O-])[O-].[K+].[K+].CC(O)=O. Product: [CH2:23]([N:22]([CH2:27][CH:28]([CH3:30])[CH3:29])[C:19]1[CH:20]=[CH:21][C:16]([C:7]2[CH:8]=[CH:9][CH:10]=[CH:11][C:6]=2[C:5]2[NH:4][N:3]=[N:2][N:1]=2)=[C:17]([F:42])[C:18]=1[NH:31][C:32]([NH:34][C:35]1[CH:40]=[CH:39][C:38]([CH3:41])=[CH:37][CH:36]=1)=[O:33])[CH:24]([CH3:26])[CH3:25]. The catalyst class is: 128. (3) Reactant: [NH2:1][C:2]1[S:3][C@:4]2([CH2:19][OH:20])[C@H:6]([C@:7]([C:10]3[CH:15]=[C:14]([NH2:16])[CH:13]=[C:12]([F:17])[C:11]=3[F:18])([CH3:9])[N:8]=1)[CH2:5]2.Cl[C:22]1[C:27]2=[N:28][CH:29]=[C:30]([O:32][CH3:33])[N:31]=[C:26]2[CH:25]=[CH:24][N:23]=1.O.C1(C)C=CC(S(O)(=O)=O)=CC=1. Product: [NH2:1][C:2]1[S:3][C@:4]2([CH2:19][OH:20])[C@H:6]([C@:7]([C:10]3[CH:15]=[C:14]([NH:16][C:22]4[C:27]5=[N:28][CH:29]=[C:30]([O:32][CH3:33])[N:31]=[C:26]5[CH:25]=[CH:24][N:23]=4)[CH:13]=[C:12]([F:17])[C:11]=3[F:18])([CH3:9])[N:8]=1)[CH2:5]2. The catalyst class is: 191. (4) Reactant: [NH2:1][CH:2]1[CH2:7][CH2:6][N:5]([CH2:8][CH2:9][N:10]2[C:19]3[C:14](=[CH:15][CH:16]=[C:17]([F:20])[CH:18]=3)[N:13]=[CH:12][C:11]2=[O:21])[CH2:4][CH2:3]1.[CH:22]1[C:31]2[C:26](=[CH:27][CH:28]=[CH:29][CH:30]=2)[CH:25]=[CH:24][C:23]=1[CH:32]=O.C(O[BH-](OC(=O)C)OC(=O)C)(=O)C.[Na+].C(=O)([O-])O.[Na+]. Product: [F:20][C:17]1[CH:18]=[C:19]2[C:14]([N:13]=[CH:12][C:11](=[O:21])[N:10]2[CH2:9][CH2:8][N:5]2[CH2:4][CH2:3][CH:2]([NH:1][CH2:32][C:23]3[CH:24]=[CH:25][C:26]4[C:31](=[CH:30][CH:29]=[CH:28][CH:27]=4)[CH:22]=3)[CH2:7][CH2:6]2)=[CH:15][CH:16]=1. The catalyst class is: 671.